This data is from Catalyst prediction with 721,799 reactions and 888 catalyst types from USPTO. The task is: Predict which catalyst facilitates the given reaction. (1) Reactant: FC(F)(F)C([NH:5][C@@H:6]1[CH2:15][C:14]2[C:9](=[C:10]([S:18]([NH:21][C:22]3[CH:27]=[CH:26][C:25]([C:28]([F:31])([F:30])[F:29])=[CH:24][CH:23]=3)(=[O:20])=[O:19])[CH:11]=[CH:12][C:13]=2[O:16][CH3:17])[O:8][CH2:7]1)=O.N. Product: [NH2:5][C@@H:6]1[CH2:15][C:14]2[C:9](=[C:10]([S:18]([NH:21][C:22]3[CH:27]=[CH:26][C:25]([C:28]([F:31])([F:30])[F:29])=[CH:24][CH:23]=3)(=[O:20])=[O:19])[CH:11]=[CH:12][C:13]=2[O:16][CH3:17])[O:8][CH2:7]1. The catalyst class is: 24. (2) Reactant: [Cl:1][C:2]1[C:3]([CH3:10])=[CH:4][C:5]([NH2:9])=[C:6]([NH2:8])[CH:7]=1.[OH-].[NH4+].[CH:13](O)=O. Product: [Cl:1][C:2]1[C:3]([CH3:10])=[CH:4][C:5]2[N:9]=[CH:13][NH:8][C:6]=2[CH:7]=1. The catalyst class is: 33. (3) Reactant: [H-].[Na+].[F:3][C:4]1[CH:5]=[C:6]([CH:13]=[CH:14][C:15]=1[N:16]([CH3:27])[C:17]1[N:22]=[CH:21][C:20]2[N:23]=[CH:24][N:25]([CH3:26])[C:19]=2[CH:18]=1)[CH2:7][NH:8][S:9]([CH3:12])(=[O:11])=[O:10].Br[CH2:29][C:30]#[N:31]. The catalyst class is: 49. Product: [C:30]([CH2:29][N:8]([CH2:7][C:6]1[CH:13]=[CH:14][C:15]([N:16]([CH3:27])[C:17]2[N:22]=[CH:21][C:20]3[N:23]=[CH:24][N:25]([CH3:26])[C:19]=3[CH:18]=2)=[C:4]([F:3])[CH:5]=1)[S:9]([CH3:12])(=[O:10])=[O:11])#[N:31]. (4) Reactant: [C:1]([C:4]1[CH:5]=[C:6]([C:10]2[CH:15]=[CH:14][C:13]([CH:16]([CH3:25])[CH2:17][NH:18][S:19]([CH:22]([CH3:24])[CH3:23])(=[O:21])=[O:20])=[CH:12][CH:11]=2)[CH:7]=[CH:8][CH:9]=1)(=[O:3])[CH3:2].[BH4-].[Na+]. Product: [OH:3][CH:1]([C:4]1[CH:5]=[C:6]([C:10]2[CH:15]=[CH:14][C:13]([CH:16]([CH3:25])[CH2:17][NH:18][S:19]([CH:22]([CH3:24])[CH3:23])(=[O:21])=[O:20])=[CH:12][CH:11]=2)[CH:7]=[CH:8][CH:9]=1)[CH3:2]. The catalyst class is: 8. (5) Reactant: [Si:1](Cl)([C:4]([CH3:7])([CH3:6])[CH3:5])([CH3:3])[CH3:2].[CH2:9]([O:16][C:17]([NH:19][C@H:20]([C:24]([OH:26])=[O:25])[C@@H:21]([CH3:23])[OH:22])=[O:18])[C:10]1[CH:15]=[CH:14][CH:13]=[CH:12][CH:11]=1.N1C=CN=C1. Product: [CH2:9]([O:16][C:17]([NH:19][C@H:20]([C:24]([OH:26])=[O:25])[C@@H:21]([CH3:23])[O:22][Si:1]([C:4]([CH3:7])([CH3:6])[CH3:5])([CH3:3])[CH3:2])=[O:18])[C:10]1[CH:11]=[CH:12][CH:13]=[CH:14][CH:15]=1. The catalyst class is: 2.